Dataset: Forward reaction prediction with 1.9M reactions from USPTO patents (1976-2016). Task: Predict the product of the given reaction. Given the reactants C([Sn](CCCC)(CCCC)[C:6]1[CH:11]=[N:10][CH:9]=[CH:8][N:7]=1)CCC.Br[C:21]1[N:25]2[CH:26]=[CH:27][CH:28]=[C:29]([O:30][CH2:31][C:32]3[C:37]([F:38])=[CH:36][CH:35]=[CH:34][C:33]=3[F:39])[C:24]2=[N:23][C:22]=1[CH3:40].O, predict the reaction product. The product is: [F:39][C:33]1[CH:34]=[CH:35][CH:36]=[C:37]([F:38])[C:32]=1[CH2:31][O:30][C:29]1[C:24]2[N:25]([C:21]([C:6]3[CH:11]=[N:10][CH:9]=[CH:8][N:7]=3)=[C:22]([CH3:40])[N:23]=2)[CH:26]=[CH:27][CH:28]=1.